Predict the product of the given reaction. From a dataset of Forward reaction prediction with 1.9M reactions from USPTO patents (1976-2016). (1) Given the reactants ClC1C=C(OC2C=CC=CC2(N)F)N=CN=1.[Cl:17][C:18]1[N:23]=[CH:22][N:21]=[C:20]([O:24][C:25]2[CH:30]=[CH:29][C:28]([NH:31]C(NC(=O)CC3C=CC(F)=CC=3)=S)=[CH:27][C:26]=2[F:45])[CH:19]=1.[F:46][C:47]1[CH:52]=[CH:51][C:50]([NH:53][C:54](=[O:59])[CH2:55][C:56]([OH:58])=O)=[CH:49][CH:48]=1.CCN(C(C)C)C(C)C.CN(C(ON1N=NC2C=CC=CC1=2)=[N+](C)C)C.[B-](F)(F)(F)F, predict the reaction product. The product is: [Cl:17][C:18]1[N:23]=[CH:22][N:21]=[C:20]([O:24][C:25]2[CH:30]=[CH:29][C:28]([NH:31][C:56](=[O:58])[CH2:55][C:54]([NH:53][C:50]3[CH:49]=[CH:48][C:47]([F:46])=[CH:52][CH:51]=3)=[O:59])=[CH:27][C:26]=2[F:45])[CH:19]=1. (2) The product is: [CH3:1][N:2]([CH3:16])[CH2:3][CH2:4][O:5][C:6]1[CH:13]=[CH:12][C:9]([C:10]#[N:11])=[C:8]([S:28]([CH3:17])(=[O:31])=[O:29])[CH:7]=1. Given the reactants [CH3:1][N:2]([CH3:16])[CH2:3][CH2:4][O:5][C:6]1[CH:13]=[CH:12][C:9]([C:10]#[N:11])=[C:8](SC)[CH:7]=1.[CH:17]1C=C(Cl)C=C(C(OO)=O)C=1.[S:28]([O-:31])([O-])=[O:29].[Na+].[Na+].C(=O)([O-])[O-].[Na+].[Na+], predict the reaction product.